From a dataset of Full USPTO retrosynthesis dataset with 1.9M reactions from patents (1976-2016). Predict the reactants needed to synthesize the given product. (1) The reactants are: [CH2:1]([NH:8][C:9](=[O:38])[C:10]1[CH:15]=[CH:14][C:13]([C:16]2[N:20]([C:21]3[CH:26]=[CH:25][C:24]([O:27]C4CCCCO4)=[CH:23][CH:22]=3)[C:19]3[CH:34]=[CH:35][CH:36]=[CH:37][C:18]=3[N:17]=2)=[CH:12][CH:11]=1)[C:2]1[CH:7]=[CH:6][CH:5]=[CH:4][CH:3]=1.C(O)(C(F)(F)F)=O.C([SiH](CC)CC)C. Given the product [CH2:1]([NH:8][C:9](=[O:38])[C:10]1[CH:11]=[CH:12][C:13]([C:16]2[N:20]([C:21]3[CH:22]=[CH:23][C:24]([OH:27])=[CH:25][CH:26]=3)[C:19]3[CH:34]=[CH:35][CH:36]=[CH:37][C:18]=3[N:17]=2)=[CH:14][CH:15]=1)[C:2]1[CH:7]=[CH:6][CH:5]=[CH:4][CH:3]=1, predict the reactants needed to synthesize it. (2) Given the product [CH3:3][C:2]1[N:1]=[C:11]([CH3:13])[CH:10]=[N+:6]([O-:7])[C:4]=1[OH:5], predict the reactants needed to synthesize it. The reactants are: [NH2:1][C@H:2]([C:4]([NH:6][OH:7])=[O:5])[CH3:3].CO.[CH3:10][C:11]([CH:13]=O)=O.[OH-].[Na+]. (3) Given the product [CH3:17][C:14]1[CH:13]=[CH:12][C:11]2[C:16](=[C:7]([C:20]#[N:21])[CH:8]=[CH:9][CH:10]=2)[N:15]=1, predict the reactants needed to synthesize it. The reactants are: FC(F)(F)S(O[C:7]1[CH:8]=[CH:9][CH:10]=[C:11]2[C:16]=1[N:15]=[C:14]([CH3:17])[CH:13]=[CH:12]2)(=O)=O.[C-:20]#[N:21].[Na+]. (4) Given the product [CH3:19][O:20][C:21]1[CH:26]=[CH:25][C:24]([CH2:27][C:28]2[CH:29]=[CH:30][C:31]([C:34]#[CH:35])=[CH:32][CH:33]=2)=[CH:23][C:22]=1[C@:46]1([O:64][C@H:63]([CH2:65][OH:66])[C@@H:58]([OH:59])[C@H:53]([OH:54])[C@H:48]1[OH:49])[OH:47], predict the reactants needed to synthesize it. The reactants are: [F-].C([N+](CCCC)(CCCC)CCCC)CCC.[CH3:19][O:20][C:21]1[CH:26]=[CH:25][C:24]([CH2:27][C:28]2[CH:33]=[CH:32][C:31]([C:34]#[C:35][Si](C(C)C)(C(C)C)C(C)C)=[CH:30][CH:29]=2)=[CH:23][C:22]=1[C@:46]1([O:64][C@H:63]([CH2:65][O:66]C(=O)C)[C@@H:58]([O:59]C(=O)C)[C@H:53]([O:54]C(=O)C)[C@H:48]1[O:49]C(=O)C)[OH:47].[OH-].[K+].Cl. (5) Given the product [CH2:1]([O:3][C:4](=[O:33])[CH2:5][CH2:6][CH2:7][O:8][C@H:9]1[CH2:14][CH2:13][C@H:12]([N:15]([CH3:29])[S:16]([C:19]2[CH:24]=[CH:23][C:22]([C:25]([F:28])([F:27])[F:26])=[CH:21][CH:20]=2)(=[O:18])=[O:17])[CH2:11][CH2:10]1)[CH3:2], predict the reactants needed to synthesize it. The reactants are: [CH2:1]([O:3][C:4](=N)[CH2:5][CH2:6][CH2:7][O:8][C@H:9]1[CH2:14][CH2:13][C@H:12]([N:15]([CH3:29])[S:16]([C:19]2[CH:24]=[CH:23][C:22]([C:25]([F:28])([F:27])[F:26])=[CH:21][CH:20]=2)(=[O:18])=[O:17])[CH2:11][CH2:10]1)[CH3:2].CC[O:33]C(C)=O. (6) Given the product [C:1]([C@H:5]1[CH2:10][CH2:9][C@H:8]([O:11][C:12]2[C:13]([C:29]3[CH:34]=[CH:33][C:32]([O:35][CH2:36][CH3:40])=[CH:31][CH:30]=3)=[C:14]3[C:19](=[CH:20][CH:21]=2)[CH:18]=[C:17]([C@:22]2([CH3:28])[CH2:26][O:25][C:24](=[O:27])[NH:23]2)[CH:16]=[CH:15]3)[CH2:7][CH2:6]1)([CH3:4])([CH3:3])[CH3:2], predict the reactants needed to synthesize it. The reactants are: [C:1]([C@H:5]1[CH2:10][CH2:9][C@H:8]([O:11][C:12]2[C:13]([C:29]3[CH:34]=[CH:33][C:32]([O:35][C:36](F)(F)F)=[CH:31][CH:30]=3)=[C:14]3[C:19](=[CH:20][CH:21]=2)[CH:18]=[C:17]([C@:22]2([CH3:28])[CH2:26][O:25][C:24](=[O:27])[NH:23]2)[CH:16]=[CH:15]3)[CH2:7][CH2:6]1)([CH3:4])([CH3:3])[CH3:2].[CH2:40](OC1C=CC(B(O)O)=CC=1)C. (7) Given the product [NH2:36][C:34]([C@H:33]1[CH2:37][CH2:38][CH2:39][N:32]1[CH2:1][C:3]1[S:7][CH:6]=[C:5]([C:8]2[CH:9]=[C:10]3[C:14](=[C:15]([C:17]([NH2:19])=[O:18])[CH:16]=2)[NH:13][CH:12]=[C:11]3[CH:20]2[CH2:21][CH2:22][N:23]([S:26]([CH:29]([CH3:31])[CH3:30])(=[O:28])=[O:27])[CH2:24][CH2:25]2)[CH:4]=1)=[O:35], predict the reactants needed to synthesize it. The reactants are: [CH:1]([C:3]1[S:7][CH:6]=[C:5]([C:8]2[CH:9]=[C:10]3[C:14](=[C:15]([C:17]([NH2:19])=[O:18])[CH:16]=2)[NH:13][CH:12]=[C:11]3[CH:20]2[CH2:25][CH2:24][N:23]([S:26]([CH:29]([CH3:31])[CH3:30])(=[O:28])=[O:27])[CH2:22][CH2:21]2)[CH:4]=1)=O.[NH:32]1[CH2:39][CH2:38][CH2:37][C@@H:33]1[C:34]([NH2:36])=[O:35].C(O[BH-](OC(=O)C)OC(=O)C)(=O)C.[Na+]. (8) Given the product [CH3:1][C:2]1[CH:11]=[CH:10][C:9]2[C:4](=[CH:5][CH:6]=[CH:7][C:8]=2[CH:12]2[CH2:17][CH2:16][N:15]([CH2:18][CH2:19][C:20]3[CH:29]=[CH:28][CH:27]=[C:26]4[C:21]=3[CH:22]=[CH:23][C:24]3[N:25]4[N:30]=[N:31][C:32]=3[C:33]([O-:35])=[O:34])[CH2:14][CH2:13]2)[N:3]=1.[NH4+:3], predict the reactants needed to synthesize it. The reactants are: [CH3:1][C:2]1[CH:11]=[CH:10][C:9]2[C:4](=[CH:5][CH:6]=[CH:7][C:8]=2[CH:12]2[CH2:17][CH2:16][N:15]([CH2:18][CH2:19][C:20]3[CH:29]=[CH:28][CH:27]=[C:26]4[C:21]=3[CH:22]=[CH:23][C:24]3[N:25]4[N:30]=[N:31][C:32]=3[C:33]([O:35]CC)=[O:34])[CH2:14][CH2:13]2)[N:3]=1.[OH-].[K+]. (9) The reactants are: Cl.[NH2:2]N.C[N:5](C)/[CH:6]=[C:7](\[C:18]1[CH:23]=[CH:22][CH:21]=[CH:20][CH:19]=1)/[C:8]([C:10]1[CH:15]=[CH:14][N:13]=[C:12]([S:16][CH3:17])[N:11]=1)=O. Given the product [CH3:17][S:16][C:12]1[N:11]=[C:10]([C:8]2[NH:2][N:5]=[CH:6][C:7]=2[C:18]2[CH:23]=[CH:22][CH:21]=[CH:20][CH:19]=2)[CH:15]=[CH:14][N:13]=1, predict the reactants needed to synthesize it. (10) The reactants are: [Br:1][C:2]1[CH:7]=[CH:6][C:5]([CH3:8])=[C:4](F)[CH:3]=1.[CH3:10][O:11][C:12]1[CH:19]=[CH:18][C:15]([CH2:16][OH:17])=[CH:14][CH:13]=1.[H-].[Na+].[Cl-].[NH4+]. Given the product [Br:1][C:2]1[CH:7]=[CH:6][C:5]([CH3:8])=[C:4]([O:17][CH2:16][C:15]2[CH:18]=[CH:19][C:12]([O:11][CH3:10])=[CH:13][CH:14]=2)[CH:3]=1, predict the reactants needed to synthesize it.